This data is from Catalyst prediction with 721,799 reactions and 888 catalyst types from USPTO. The task is: Predict which catalyst facilitates the given reaction. (1) Reactant: Cl.N[C@@H]1[C@@H]2[C@H]1OC1C=CC(OC3C=CN=C4C=3CCC(=O)N4)=CC=12.O=C1NC2N=CC=C(OC3C=CC4O[C@H]5[C@H](NC(=O)OC(C)(C)C)[C@H]5C=4C=3)C=2CC1.[CH2:55]([N:57]1[CH2:62][CH2:61][N:60]([CH2:63][C:64]2[CH:94]=[CH:93][C:67]([C:68]([NH:70][C@H:71]3[C@H:76]4[C@@H:72]3[O:73][C:74]3[CH:80]=[CH:79][C:78]([O:81][C:82]5[C:91]6[CH2:90][CH2:89][C:88](=[O:92])[NH:87][C:86]=6[N:85]=[CH:84][CH:83]=5)=[CH:77][C:75]=34)=[O:69])=[CH:66][C:65]=2[C:95]([F:98])([F:97])[F:96])[CH2:59][CH2:58]1)[CH3:56].CCN(C(C)C)C(C)C.CN(C(ON1N=NC2C=CC=NC1=2)=[N+](C)C)C.F[P-](F)(F)(F)(F)F. Product: [CH2:55]([N:57]1[CH2:62][CH2:61][N:60]([CH2:63][C:64]2[CH:94]=[CH:93][C:67]([C:68]([NH:70][C@@H:71]3[C@@H:76]4[C@H:72]3[O:73][C:74]3[CH:80]=[CH:79][C:78]([O:81][C:82]5[C:91]6[CH2:90][CH2:89][C:88](=[O:92])[NH:87][C:86]=6[N:85]=[CH:84][CH:83]=5)=[CH:77][C:75]=34)=[O:69])=[CH:66][C:65]=2[C:95]([F:97])([F:98])[F:96])[CH2:59][CH2:58]1)[CH3:56]. The catalyst class is: 3. (2) Reactant: [F:1][C:2]1[C:7]([CH3:8])=[CH:6][C:5]([NH:9][CH:10]2[CH2:15][CH2:14][N:13]([C@H:16]3[CH2:21][CH2:20][C@H:19]([O:22][CH3:23])[CH2:18][CH2:17]3)[CH2:12][CH2:11]2)=[C:4]([N+:24]([O-])=O)[CH:3]=1.O.NN. Product: [NH2:24][C:4]1[CH:3]=[C:2]([F:1])[C:7]([CH3:8])=[CH:6][C:5]=1[NH:9][CH:10]1[CH2:11][CH2:12][N:13]([C@H:16]2[CH2:21][CH2:20][C@H:19]([O:22][CH3:23])[CH2:18][CH2:17]2)[CH2:14][CH2:15]1. The catalyst class is: 171. (3) Reactant: C(OC(=O)[NH:7][CH:8]1[CH2:13][CH2:12][N:11]([C:14]2[CH:19]=[CH:18][C:17]([S:20](=[O:28])(=[O:27])[NH:21][C:22]3[S:26][N:25]=[CH:24][N:23]=3)=[CH:16][CH:15]=2)[CH2:10][CH2:9]1)(C)(C)C. Product: [NH2:7][CH:8]1[CH2:13][CH2:12][N:11]([C:14]2[CH:19]=[CH:18][C:17]([S:20]([NH:21][C:22]3[S:26][N:25]=[CH:24][N:23]=3)(=[O:28])=[O:27])=[CH:16][CH:15]=2)[CH2:10][CH2:9]1. The catalyst class is: 89.